This data is from Catalyst prediction with 721,799 reactions and 888 catalyst types from USPTO. The task is: Predict which catalyst facilitates the given reaction. Reactant: [F:1][C:2]1[C:3]([CH3:34])=[N:4][C:5]([NH:8][C:9]2[CH:10]=[C:11]([C:16]3[S:20][C:19]([C@@:21]4([OH:33])[CH2:26][CH2:25][C@H:24]([C:27]([O:29]C)=[O:28])[C:23]([CH3:32])([CH3:31])[CH2:22]4)=[N:18][CH:17]=3)[CH:12]=[C:13]([CH3:15])[CH:14]=2)=[N:6][CH:7]=1.[OH-].[Na+].Cl. Product: [F:1][C:2]1[C:3]([CH3:34])=[N:4][C:5]([NH:8][C:9]2[CH:10]=[C:11]([C:16]3[S:20][C:19]([C:21]4([OH:33])[CH2:26][CH2:25][CH:24]([C:27]([OH:29])=[O:28])[C:23]([CH3:31])([CH3:32])[CH2:22]4)=[N:18][CH:17]=3)[CH:12]=[C:13]([CH3:15])[CH:14]=2)=[N:6][CH:7]=1. The catalyst class is: 5.